From a dataset of Forward reaction prediction with 1.9M reactions from USPTO patents (1976-2016). Predict the product of the given reaction. Given the reactants Br[C:2]1[CH:3]=[C:4]([C:8]2[C:17]3[C:12](=[CH:13][C:14]([O:23][CH3:24])=[C:15]4[O:20][C:19]([CH3:22])([CH3:21])[CH2:18][C:16]4=3)[C:11]([CH3:26])([CH3:25])[CH2:10][N:9]=2)[CH:5]=[CH:6][CH:7]=1.CC1(C)C(C)(C)OB([C:35]2[CH:41]=[CH:40][C:38]([NH2:39])=[CH:37][CH:36]=2)O1.C(=O)([O-])[O-].[Na+].[Na+], predict the reaction product. The product is: [CH3:24][O:23][C:14]1[CH:13]=[C:12]2[C:17](=[C:16]3[CH2:18][C:19]([CH3:22])([CH3:21])[O:20][C:15]=13)[C:8]([C:4]1[CH:3]=[C:2]([C:35]3[CH:41]=[CH:40][C:38]([NH2:39])=[CH:37][CH:36]=3)[CH:7]=[CH:6][CH:5]=1)=[N:9][CH2:10][C:11]2([CH3:26])[CH3:25].